This data is from Peptide-MHC class I binding affinity with 185,985 pairs from IEDB/IMGT. The task is: Regression. Given a peptide amino acid sequence and an MHC pseudo amino acid sequence, predict their binding affinity value. This is MHC class I binding data. The MHC is HLA-A02:03 with pseudo-sequence HLA-A02:03. The binding affinity (normalized) is 0.372. The peptide sequence is LLDCLMFQS.